From a dataset of Forward reaction prediction with 1.9M reactions from USPTO patents (1976-2016). Predict the product of the given reaction. (1) Given the reactants C(O[C:9]([N:11]1[CH2:21][CH2:20][C:14]2([CH:16]([C:17]([OH:19])=O)[CH2:15]2)[CH2:13][CH2:12]1)=O)C1C=CC=CC=1.[O:22]1[CH2:27][CH2:26][CH:25]([N:28]2[CH2:33][CH2:32][NH:31][CH2:30][CH2:29]2)[CH2:24][CH2:23]1.Cl.Cl.C1(N2CCNCC2)CCC1.[O:46]1[CH2:51][CH2:50]C(=O)[CH2:48][CH2:47]1, predict the reaction product. The product is: [O:46]1[CH2:51][CH2:50][CH:9]([N:11]2[CH2:12][CH2:13][C:14]3([CH:16]([C:17]([N:31]4[CH2:32][CH2:33][N:28]([CH:25]5[CH2:26][CH2:27][O:22][CH2:23][CH2:24]5)[CH2:29][CH2:30]4)=[O:19])[CH2:15]3)[CH2:20][CH2:21]2)[CH2:48][CH2:47]1. (2) The product is: [CH2:1]([O:4][N:5]1[C:27](=[O:30])[N:10]2[CH2:11][C@H:6]1[C:7]([CH:15]([CH3:17])[CH3:16])=[CH:8][C@H:9]2[C:12]([NH2:14])=[O:13])[CH:2]=[CH2:3]. Given the reactants [CH2:1]([O:4][NH:5][C@H:6]1[CH2:11][NH:10][C@H:9]([C:12]([NH2:14])=[O:13])[CH:8]=[C:7]1[CH:15]([CH3:17])[CH3:16])[CH:2]=[CH2:3].C(N(CC)C(C)C)(C)C.[CH2:27]([O:30]N1C(=O)N2C[C@H]1C(C)=C[C@H]2C(N)=O)C=C, predict the reaction product. (3) Given the reactants [CH:1]1([CH2:4][OH:5])[CH2:3][CH2:2]1.C[Si]([N-][Si](C)(C)C)(C)C.[K+].[Br:16][C:17]1[CH:18]=[CH:19][C:20]([NH:27][C:28](=[O:31])[CH2:29]Br)=[C:21]([CH:26]=1)[C:22](OC)=[O:23].ClC1C2C(=CC=C(C(C3N(C)N=NC=3)=O)C=2)N=C(OC)C=1CN1CCN(CC(F)(F)F)CC1, predict the reaction product. The product is: [Br:16][C:17]1[CH:26]=[C:21]2[C:20](=[CH:19][CH:18]=1)[NH:27][C:28](=[O:31])[C:29]([O:5][CH2:4][CH:1]1[CH2:3][CH2:2]1)=[C:22]2[OH:23]. (4) Given the reactants [Cl:1][C:2]1[CH:3]=[CH:4][C:5]2[NH:10][C:9](=[O:11])[CH:8]([CH:12]([OH:17])[C:13]([O:15][CH3:16])=[O:14])[NH:7][C:6]=2[N:18]=1.OC(C([O-])=O)CC([O-])=O.ClC1N=C(N[C@@H]([C@H](O)C(OC)=O)C(OC)=O)C([N+]([O-])=O)=CC=1, predict the reaction product. The product is: [Cl:1][C:2]1[CH:3]=[CH:4][C:5]2[NH:10][C:9](=[O:11])[C@H:8]([C@H:12]([OH:17])[C:13]([O:15][CH3:16])=[O:14])[NH:7][C:6]=2[N:18]=1. (5) The product is: [C:14]([S@:17](/[N:19]=[CH:1]/[C:3]1[CH:4]=[C:5]([CH:10]=[CH:11][CH:12]=1)[C:6]([O:8][CH3:9])=[O:7])=[O:18])([CH3:16])([CH3:15])[CH3:13]. Given the reactants [CH:1]([C:3]1[CH:4]=[C:5]([CH:10]=[CH:11][CH:12]=1)[C:6]([O:8][CH3:9])=[O:7])=O.[CH3:13][C:14]([S@:17]([NH2:19])=[O:18])([CH3:16])[CH3:15], predict the reaction product. (6) Given the reactants [OH:1][C@@H:2]1[C:15]([CH3:17])([CH3:16])[O:14][C:13]2[C:4](=[C:5]3[C:10](=[CH:11][CH:12]=2)[N:9]=[C:8]([C:18]#[N:19])[CH:7]=[CH:6]3)[C@H:3]1[NH:20][CH2:21][CH2:22][C:23]1[CH:28]=[CH:27][CH:26]=[CH:25][CH:24]=1.[OH-:29].[K+].[Cl-].[Na+], predict the reaction product. The product is: [OH:1][C@@H:2]1[C:15]([CH3:17])([CH3:16])[O:14][C:13]2[C:4](=[C:5]3[C:10](=[CH:11][CH:12]=2)[N:9]=[C:8]([C:18]([NH2:19])=[O:29])[CH:7]=[CH:6]3)[C@H:3]1[NH:20][CH2:21][CH2:22][C:23]1[CH:24]=[CH:25][CH:26]=[CH:27][CH:28]=1. (7) Given the reactants [C:1]([O:5][C:6]([N:8]([CH3:24])[C@@H:9]1[CH2:13][CH2:12][N:11](C(OCC2C=CC=CC=2)=O)[CH2:10]1)=[O:7])([CH3:4])([CH3:3])[CH3:2], predict the reaction product. The product is: [CH3:24][N:8]([C@@H:9]1[CH2:13][CH2:12][NH:11][CH2:10]1)[C:6](=[O:7])[O:5][C:1]([CH3:4])([CH3:2])[CH3:3]. (8) Given the reactants I[C:2]1[CH:3]=[N:4][N:5]([C@H:8]2[CH2:13][CH2:12][C@H:11]([OH:14])[CH2:10][CH2:9]2)[C:6]=1[CH3:7].C1COCC1.C([Mg]Cl)(C)C.CO[B:27]1[O:31][C:30]([CH3:33])([CH3:32])[C:29]([CH3:35])([CH3:34])[O:28]1, predict the reaction product. The product is: [CH3:7][C:6]1[N:5]([C@H:8]2[CH2:13][CH2:12][C@H:11]([OH:14])[CH2:10][CH2:9]2)[N:4]=[CH:3][C:2]=1[B:27]1[O:31][C:30]([CH3:33])([CH3:32])[C:29]([CH3:35])([CH3:34])[O:28]1. (9) Given the reactants [NH2:1][C:2]1[N:10]=[CH:9][N:8]=[C:7]2[C:3]=1[N:4]=[C:5]([S:30][C:31]1[S:32][C:33]3[C:39]([Cl:40])=[CH:38][CH:37]=[CH:36][C:34]=3[N:35]=1)[N:6]2[CH2:11][CH:12]1[CH2:17][CH2:16][N:15]([C:18](=[O:29])[C@H:19]([NH:21]C(=O)OC(C)(C)C)[CH3:20])[CH2:14][CH2:13]1.C(O)(C(F)(F)F)=O, predict the reaction product. The product is: [NH2:21][C@H:19]([CH3:20])[C:18]([N:15]1[CH2:16][CH2:17][CH:12]([CH2:11][N:6]2[C:5]([S:30][C:31]3[S:32][C:33]4[C:39]([Cl:40])=[CH:38][CH:37]=[CH:36][C:34]=4[N:35]=3)=[N:4][C:3]3[C:7]2=[N:8][CH:9]=[N:10][C:2]=3[NH2:1])[CH2:13][CH2:14]1)=[O:29]. (10) Given the reactants [NH:1]1[C:9]2[C:4](=[CH:5][CH:6]=[CH:7][CH:8]=2)[CH:3]=[C:2]1[C:10]([OH:12])=O.[NH2:13][C@H:14]([C:16]([N:18]1[C:24](=[O:25])[CH:23]([CH3:26])[C:22]2[CH:27]=[CH:28][CH:29]=[CH:30][C:21]=2[C:20]2[C:31]([NH2:35])=[CH:32][CH:33]=[CH:34][C:19]1=2)=[O:17])[CH3:15], predict the reaction product. The product is: [NH:1]1[C:9]2[C:4](=[CH:5][CH:6]=[CH:7][CH:8]=2)[CH:3]=[C:2]1[C:10]([NH:13][C@H:14]([C:16]([N:18]1[C:24](=[O:25])[CH:23]([CH3:26])[C:22]2[CH:27]=[CH:28][CH:29]=[CH:30][C:21]=2[C:20]2[C:31]([NH2:35])=[CH:32][CH:33]=[CH:34][C:19]1=2)=[O:17])[CH3:15])=[O:12].